This data is from Reaction yield outcomes from USPTO patents with 853,638 reactions. The task is: Predict the reaction yield, written as a fraction of the theoretical maximum amount of product (1.0 means a 100% yield; for example, 0.34 means a 34% yield). The reactants are [OH:1][CH2:2][C:3]([NH:6][C:7]([NH:9][C:10]1[CH:15]=[CH:14][C:13]([N+:16]([O-:18])=[O:17])=[CH:12][CH:11]=1)=S)([CH3:5])[CH3:4].[OH-].[Na+].C1(C)C=CC(S(Cl)(=O)=O)=CC=1. The catalyst is C1COCC1.O. The product is [CH3:4][C:3]1([CH3:5])[CH2:2][O:1][C:7](=[N:9][C:10]2[CH:15]=[CH:14][C:13]([N+:16]([O-:18])=[O:17])=[CH:12][CH:11]=2)[NH:6]1. The yield is 0.950.